This data is from NCI-60 drug combinations with 297,098 pairs across 59 cell lines. The task is: Regression. Given two drug SMILES strings and cell line genomic features, predict the synergy score measuring deviation from expected non-interaction effect. (1) Drug 2: C1=C(C(=O)NC(=O)N1)F. Cell line: HS 578T. Synergy scores: CSS=45.2, Synergy_ZIP=7.74, Synergy_Bliss=10.7, Synergy_Loewe=9.25, Synergy_HSA=9.61. Drug 1: CNC(=O)C1=CC=CC=C1SC2=CC3=C(C=C2)C(=NN3)C=CC4=CC=CC=N4. (2) Drug 1: C1=CC(=CC=C1CC(C(=O)O)N)N(CCCl)CCCl.Cl. Drug 2: CCCS(=O)(=O)NC1=C(C(=C(C=C1)F)C(=O)C2=CNC3=C2C=C(C=N3)C4=CC=C(C=C4)Cl)F. Cell line: HS 578T. Synergy scores: CSS=7.51, Synergy_ZIP=-0.580, Synergy_Bliss=-0.674, Synergy_Loewe=-10.9, Synergy_HSA=-7.13. (3) Drug 1: COC1=NC(=NC2=C1N=CN2C3C(C(C(O3)CO)O)O)N. Drug 2: CCCCC(=O)OCC(=O)C1(CC(C2=C(C1)C(=C3C(=C2O)C(=O)C4=C(C3=O)C=CC=C4OC)O)OC5CC(C(C(O5)C)O)NC(=O)C(F)(F)F)O. Cell line: OVCAR3. Synergy scores: CSS=36.2, Synergy_ZIP=-3.01, Synergy_Bliss=0.410, Synergy_Loewe=0.819, Synergy_HSA=3.64. (4) Drug 1: C1CCC(C1)C(CC#N)N2C=C(C=N2)C3=C4C=CNC4=NC=N3. Drug 2: CN(C)C1=NC(=NC(=N1)N(C)C)N(C)C. Cell line: NCI-H322M. Synergy scores: CSS=1.04, Synergy_ZIP=0.990, Synergy_Bliss=4.63, Synergy_Loewe=1.24, Synergy_HSA=2.21. (5) Drug 1: CS(=O)(=O)C1=CC(=C(C=C1)C(=O)NC2=CC(=C(C=C2)Cl)C3=CC=CC=N3)Cl. Drug 2: CC1=C(C=C(C=C1)C(=O)NC2=CC(=CC(=C2)C(F)(F)F)N3C=C(N=C3)C)NC4=NC=CC(=N4)C5=CN=CC=C5. Cell line: OVCAR-5. Synergy scores: CSS=11.1, Synergy_ZIP=-2.06, Synergy_Bliss=1.83, Synergy_Loewe=-0.486, Synergy_HSA=0.468.